This data is from Full USPTO retrosynthesis dataset with 1.9M reactions from patents (1976-2016). The task is: Predict the reactants needed to synthesize the given product. (1) Given the product [ClH:1].[CH3:26][C@@:11]12[O:21][CH2:20][C:19]3[C:18]([C:22]([F:24])([F:23])[F:25])=[CH:17][CH:16]=[CH:15][C:14]=3[C@H:12]1[CH2:13][NH:9][CH2:10]2, predict the reactants needed to synthesize it. The reactants are: [ClH:1].C([N:9]1[CH2:13][C@@H:12]2[C:14]3[CH:15]=[CH:16][CH:17]=[C:18]([C:22]([F:25])([F:24])[F:23])[C:19]=3[CH2:20][O:21][C@@:11]2([CH3:26])[CH2:10]1)C1C=CC=CC=1. (2) Given the product [Cl:1][C:2]1[CH:3]=[C:4]([NH:19][C:20]2[C:30]3[CH:29]=[C:28]([C:31]([NH:40][CH2:39][CH2:38][S:35]([CH3:34])(=[O:37])=[O:36])=[O:33])[CH2:27][CH2:26][NH:25][C:24]=3[N:23]=[CH:22][N:21]=2)[CH:5]=[CH:6][C:7]=1[O:8][C:9]1[CH:14]=[CH:13][CH:12]=[C:11]([C:15]([F:16])([F:18])[F:17])[CH:10]=1, predict the reactants needed to synthesize it. The reactants are: [Cl:1][C:2]1[CH:3]=[C:4]([NH:19][C:20]2[C:30]3[CH:29]=[C:28]([C:31]([OH:33])=O)[CH2:27][CH2:26][NH:25][C:24]=3[N:23]=[CH:22][N:21]=2)[CH:5]=[CH:6][C:7]=1[O:8][C:9]1[CH:14]=[CH:13][CH:12]=[C:11]([C:15]([F:18])([F:17])[F:16])[CH:10]=1.[CH3:34][S:35]([CH2:38][CH2:39][NH2:40])(=[O:37])=[O:36].ON1C2C=CC=CC=2N=N1.Cl.C(N=C=NCCCN(C)C)C. (3) The reactants are: [NH2:1][C:2]1[C:3]([C:15]([CH2:18][C:19]2[CH:24]=[CH:23][CH:22]=[CH:21][CH:20]=2)([OH:17])[CH3:16])(Cl)[CH2:4][C:5]([C:8]2[CH:13]=[CH:12][CH:11]=[CH:10][CH:9]=2)=[CH:6][CH:7]=1.[Cl:25]C(Cl)(OC(=O)OC(Cl)(Cl)Cl)Cl.C1[CH2:41][O:40]CC1. Given the product [CH2:18]([C:15]1([CH3:16])[O:17][C:41](=[O:40])[NH:1][C:2]2[CH:7]=[CH:6][C:5]([C:8]3[CH:13]=[CH:12][CH:11]=[C:10]([Cl:25])[CH:9]=3)=[CH:4][C:3]1=2)[C:19]1[CH:24]=[CH:23][CH:22]=[CH:21][CH:20]=1, predict the reactants needed to synthesize it. (4) Given the product [O:6]=[C:2]([CH3:1])[CH2:3][C:4]([NH:13][CH2:14][CH2:15][N:16]1[CH2:20][CH2:19][CH2:18][CH2:17]1)=[O:5], predict the reactants needed to synthesize it. The reactants are: [CH2:1]=[C:2]1[O:6][C:4](=[O:5])[CH2:3]1.CC(OC)(C)C.[NH2:13][CH2:14][CH2:15][N:16]1[CH2:20][CH2:19][CH2:18][CH2:17]1.